From a dataset of Reaction yield outcomes from USPTO patents with 853,638 reactions. Predict the reaction yield, written as a fraction of the theoretical maximum amount of product (1.0 means a 100% yield; for example, 0.34 means a 34% yield). (1) The reactants are [F:1][C:2]([F:19])([F:18])[C:3]1[CH:12]=[C:11]([OH:13])[C:10]2[C:5](=[C:6]([C:14]([F:17])([F:16])[F:15])[CH:7]=[CH:8][CH:9]=2)[N:4]=1.Br[CH2:21][C:22]1[CH:27]=[CH:26][C:25]([B:28]2[O:32][C:31]([CH3:34])([CH3:33])[C:30]([CH3:36])([CH3:35])[O:29]2)=[CH:24][CH:23]=1.C([O-])([O-])=O.[K+].[K+].O. The catalyst is CN(C=O)C. The product is [CH3:33][C:31]1([CH3:34])[C:30]([CH3:35])([CH3:36])[O:29][B:28]([C:25]2[CH:24]=[CH:23][C:22]([CH2:21][O:13][C:11]3[C:10]4[C:5](=[C:6]([C:14]([F:15])([F:16])[F:17])[CH:7]=[CH:8][CH:9]=4)[N:4]=[C:3]([C:2]([F:18])([F:1])[F:19])[CH:12]=3)=[CH:27][CH:26]=2)[O:32]1. The yield is 0.730. (2) The reactants are C([O:3][C:4](=[O:33])[CH2:5][C:6]1[CH:11]=[CH:10][C:9]([NH:12][C:13]([NH:15][C:16]2[S:17][CH:18]=[C:19]([CH2:21][C:22](=[O:25])[NH:23][CH3:24])[N:20]=2)=[O:14])=[C:8]([C:26]([CH:28]2[CH2:32][CH2:31][CH2:30][CH2:29]2)=[O:27])[CH:7]=1)C.[CH3:34][NH2:35]. No catalyst specified. The product is [CH:28]1([C:26]([C:8]2[CH:7]=[C:6]([CH2:5][C:4]([OH:33])=[O:3])[CH:11]=[CH:10][C:9]=2[NH:12][C:13]([NH:15][C:16]2[S:17][CH:18]=[C:19]([CH2:21][C:22](=[O:25])[NH:23][CH3:24])[N:20]=2)=[O:14])=[O:27])[CH2:32][CH2:31][CH2:30][CH2:29]1.[CH:28]1([C:26]([C:8]2[CH:7]=[C:6]([CH2:5][C:4]([NH:35][CH3:34])=[O:3])[CH:11]=[CH:10][C:9]=2[NH:12][C:13]([NH:15][C:16]2[S:17][CH:18]=[C:19]([CH2:21][C:22](=[O:25])[NH:23][CH3:24])[N:20]=2)=[O:14])=[O:27])[CH2:32][CH2:31][CH2:30][CH2:29]1. The yield is 0.700. (3) The reactants are [O:1]=[C:2]1[C:10]2[C:5](=[CH:6][CH:7]=[CH:8][CH:9]=2)[C:4](=[O:11])[N:3]1[CH2:12][CH2:13][C:14]1([CH2:17][OH:18])[CH2:16][CH2:15]1.C[N+]1([O-])CCOCC1. The catalyst is C(Cl)Cl.[Ru]([O-])(=O)(=O)=O.C([N+](CCC)(CCC)CCC)CC. The product is [O:1]=[C:2]1[C:10]2[C:5](=[CH:6][CH:7]=[CH:8][CH:9]=2)[C:4](=[O:11])[N:3]1[CH2:12][CH2:13][C:14]1([CH:17]=[O:18])[CH2:15][CH2:16]1. The yield is 0.820.